This data is from Cav3 T-type calcium channel HTS with 100,875 compounds. The task is: Binary Classification. Given a drug SMILES string, predict its activity (active/inactive) in a high-throughput screening assay against a specified biological target. The compound is S(=O)(=O)(N(Cc1ccccc1)C)c1ccc(NS(=O)(=O)Cc2ccccc2)cc1. The result is 1 (active).